From a dataset of Forward reaction prediction with 1.9M reactions from USPTO patents (1976-2016). Predict the product of the given reaction. (1) Given the reactants [C:1]([C:3]1[CH:20]=[CH:19][C:6]([NH:7][C:8]2[C:9]([C:16]([NH2:18])=[O:17])=[CH:10][N:11]([CH3:15])[C:12](=[O:14])[CH:13]=2)=[C:5]([F:21])[CH:4]=1)#[CH:2], predict the reaction product. The product is: [CH2:1]([C:3]1[CH:20]=[CH:19][C:6]([NH:7][C:8]2[C:9]([C:16]([NH2:18])=[O:17])=[CH:10][N:11]([CH3:15])[C:12](=[O:14])[CH:13]=2)=[C:5]([F:21])[CH:4]=1)[CH3:2]. (2) Given the reactants [NH2:1][C:2]1[CH:3]=[C:4]([B:9]([OH:11])[OH:10])[CH:5]=[CH:6][C:7]=1[Cl:8].Cl.[N:13]1[CH:18]=[CH:17][CH:16]=[CH:15][C:14]=1[CH2:19][O:20][C:21]1[CH:29]=[CH:28][C:24]([C:25](O)=[O:26])=[CH:23][CH:22]=1.CCN(C(C)C)C(C)C.CN(C(ON1N=NC2C=CC=NC1=2)=[N+](C)C)C.F[P-](F)(F)(F)(F)F, predict the reaction product. The product is: [Cl:8][C:7]1[CH:6]=[CH:5][C:4]([B:9]([OH:11])[OH:10])=[CH:3][C:2]=1[NH:1][C:25](=[O:26])[C:24]1[CH:23]=[CH:22][C:21]([O:20][CH2:19][C:14]2[CH:15]=[CH:16][CH:17]=[CH:18][N:13]=2)=[CH:29][CH:28]=1. (3) Given the reactants [CH3:1][N:2]1[C:6]2[CH2:7][NH:8][C@H:9]([C:11]([O:13][CH3:14])=[O:12])[CH2:10][C:5]=2[N:4]=[CH:3]1.C(N(CC)CC)C.[Se](=O)=O, predict the reaction product. The product is: [CH3:1][N:2]1[C:6]2[CH:7]=[N:8][C:9]([C:11]([O:13][CH3:14])=[O:12])=[CH:10][C:5]=2[N:4]=[CH:3]1. (4) Given the reactants [Cl:1][C:2]1[CH:3]=[CH:4][C:5]2[N:28]3[C:29]([C:32](O)=[O:33])=[CH:30][CH:31]=[C:27]3[C:8]3([CH2:13][CH2:12][N:11]([C:14](=[O:26])[C:15]4[CH:20]=[CH:19][C:18]([O:21][CH:22]([CH3:24])[CH3:23])=[C:17]([CH3:25])[CH:16]=4)[CH2:10][CH2:9]3)[O:7][C:6]=2[CH:35]=1.Cl.CN.C[CH2:40][N:41](CC)CC.CN(C(ON1N=NC2C=CC=NC1=2)=[N+](C)C)C.F[P-](F)(F)(F)(F)F, predict the reaction product. The product is: [Cl:1][C:2]1[CH:3]=[CH:4][C:5]2[N:28]3[C:29]([C:32]([NH:41][CH3:40])=[O:33])=[CH:30][CH:31]=[C:27]3[C:8]3([CH2:13][CH2:12][N:11]([C:14](=[O:26])[C:15]4[CH:20]=[CH:19][C:18]([O:21][CH:22]([CH3:23])[CH3:24])=[C:17]([CH3:25])[CH:16]=4)[CH2:10][CH2:9]3)[O:7][C:6]=2[CH:35]=1. (5) Given the reactants Cl[CH2:2][C:3]1[C:4]([CH3:9])=[N:5][O:6][C:7]=1[CH3:8].[O:10]1[CH:14]=[CH:13][CH:12]=[C:11]1[C:15]1[N:30]=[C:18]2[N:19]=[C:20]([N:24]3[CH2:29][CH2:28][NH:27][CH2:26][CH2:25]3)[N:21]=[C:22]([NH2:23])[N:17]2[N:16]=1.CCN(CC)CC, predict the reaction product. The product is: [CH3:9][C:4]1[C:3]([CH2:2][N:27]2[CH2:26][CH2:25][N:24]([C:20]3[N:21]=[C:22]([NH2:23])[N:17]4[N:16]=[C:15]([C:11]5[O:10][CH:14]=[CH:13][CH:12]=5)[N:30]=[C:18]4[N:19]=3)[CH2:29][CH2:28]2)=[C:7]([CH3:8])[O:6][N:5]=1. (6) Given the reactants C(O[C:5](=[O:7])[CH3:6])(=O)C.[CH3:8][C:9]1([CH3:23])[NH:13][CH2:12][C:11]2([CH2:18][C:17]([CH3:20])([CH3:19])[NH:16][C:15]([CH3:22])([CH3:21])[CH2:14]2)[NH:10]1.[OH-].[Na+].[Na+].[Cl-], predict the reaction product. The product is: [CH3:8][C:9]1([CH3:23])[N:13]([C:5](=[O:7])[CH3:6])[CH2:12][C:11]2([CH2:18][C:17]([CH3:20])([CH3:19])[NH:16][C:15]([CH3:22])([CH3:21])[CH2:14]2)[NH:10]1. (7) Given the reactants Br[C:2]1[CH:3]=[CH:4][C:5]([C:8](=[O:10])[CH3:9])=[N:6][CH:7]=1.[CH3:11][C:12]1([CH3:28])[C:16]([CH3:18])([CH3:17])[O:15][B:14]([B:14]2[O:15][C:16]([CH3:18])([CH3:17])[C:12]([CH3:28])([CH3:11])[O:13]2)[O:13]1.C([O-])(=O)C.[K+], predict the reaction product. The product is: [CH3:11][C:12]1([CH3:28])[C:16]([CH3:18])([CH3:17])[O:15][B:14]([C:2]2[CH:3]=[CH:4][C:5]([C:8](=[O:10])[CH3:9])=[N:6][CH:7]=2)[O:13]1. (8) Given the reactants [CH2:1]([N:8]1[CH2:12][C@@H:11]([CH2:13][NH2:14])[C@H:10]([CH2:15][NH2:16])[CH2:9]1)[C:2]1[CH:7]=[CH:6][CH:5]=[CH:4][CH:3]=1.[OH-:17].[Na+].[C:19](O[C:19]([O:21][C:22]([CH3:25])([CH3:24])[CH3:23])=[O:20])([O:21][C:22]([CH3:25])([CH3:24])[CH3:23])=[O:20], predict the reaction product. The product is: [CH2:1]([N:8]1[CH2:12][C@@H:11]([CH:13]([C:19]([O:21][C:22]([CH3:25])([CH3:24])[CH3:23])=[O:17])[NH2:14])[C@H:10]([CH:15]([C:19]([O:21][C:22]([CH3:25])([CH3:24])[CH3:23])=[O:20])[NH2:16])[CH2:9]1)[C:2]1[CH:3]=[CH:4][CH:5]=[CH:6][CH:7]=1.